From a dataset of NCI-60 drug combinations with 297,098 pairs across 59 cell lines. Regression. Given two drug SMILES strings and cell line genomic features, predict the synergy score measuring deviation from expected non-interaction effect. (1) Drug 1: CCC1=CC2CC(C3=C(CN(C2)C1)C4=CC=CC=C4N3)(C5=C(C=C6C(=C5)C78CCN9C7C(C=CC9)(C(C(C8N6C)(C(=O)OC)O)OC(=O)C)CC)OC)C(=O)OC.C(C(C(=O)O)O)(C(=O)O)O. Drug 2: C1C(C(OC1N2C=C(C(=O)NC2=O)F)CO)O. Cell line: HS 578T. Synergy scores: CSS=53.5, Synergy_ZIP=1.17, Synergy_Bliss=-0.918, Synergy_Loewe=-2.18, Synergy_HSA=2.58. (2) Drug 1: CC12CCC3C(C1CCC2OP(=O)(O)O)CCC4=C3C=CC(=C4)OC(=O)N(CCCl)CCCl.[Na+]. Drug 2: COCCOC1=C(C=C2C(=C1)C(=NC=N2)NC3=CC=CC(=C3)C#C)OCCOC.Cl. Cell line: SW-620. Synergy scores: CSS=-8.02, Synergy_ZIP=8.55, Synergy_Bliss=9.39, Synergy_Loewe=-3.36, Synergy_HSA=-1.54.